This data is from Ames mutagenicity test results for genotoxicity prediction. The task is: Regression/Classification. Given a drug SMILES string, predict its toxicity properties. Task type varies by dataset: regression for continuous values (e.g., LD50, hERG inhibition percentage) or binary classification for toxic/non-toxic outcomes (e.g., AMES mutagenicity, cardiotoxicity, hepatotoxicity). Dataset: ames. (1) The result is 0 (non-mutagenic). The drug is CCOC(=O)Nc1cccc2c3c[nH]ccc-3nc12. (2) The molecule is CCCCOCCOCCO. The result is 0 (non-mutagenic). (3) The molecule is CNC1C(OC2C(OC3C(O)C(O)C(N=C(N)N)C(O)C3N=C(N)N)OC(C)C2(O)C=O)OC(CO)C(O)C1O. The result is 1 (mutagenic).